Dataset: Full USPTO retrosynthesis dataset with 1.9M reactions from patents (1976-2016). Task: Predict the reactants needed to synthesize the given product. (1) The reactants are: I[C:2]1[CH:3]=[C:4]([CH:18]=[CH:19][C:20]=1[CH3:21])[C:5]([NH:7][C:8]1[CH:13]=[CH:12][CH:11]=[C:10]([C:14]([F:17])([F:16])[F:15])[CH:9]=1)=[O:6].C([O-])(=O)C.[K+].CC1(C)C(C)(C)OB(B2OC(C)(C)C(C)(C)O2)O1.C(Cl)Cl.C(=O)([O-])[O-].[K+].[K+].Br[C:55]1[N:60]=[C:59]([NH2:61])[CH:58]=[CH:57][CH:56]=1. Given the product [NH2:61][C:59]1[N:60]=[C:55]([C:2]2[CH:3]=[C:4]([CH:18]=[CH:19][C:20]=2[CH3:21])[C:5]([NH:7][C:8]2[CH:13]=[CH:12][CH:11]=[C:10]([C:14]([F:17])([F:16])[F:15])[CH:9]=2)=[O:6])[CH:56]=[CH:57][CH:58]=1, predict the reactants needed to synthesize it. (2) Given the product [F:7][C:8]1[CH:13]=[CH:12][C:11]([CH2:26][C:27]([O:29][CH2:30][CH3:31])=[O:28])=[CH:10][C:9]=1[C:15]([N:17]1[CH2:22][CH2:21][CH:20]([O:23][CH3:24])[CH2:19][CH2:18]1)=[O:16], predict the reactants needed to synthesize it. The reactants are: C(=O)([O-])[O-].[Cs+].[Cs+].[F:7][C:8]1[CH:13]=[CH:12][C:11](I)=[CH:10][C:9]=1[C:15]([N:17]1[CH2:22][CH2:21][CH:20]([O:23][CH3:24])[CH2:19][CH2:18]1)=[O:16].C(OCC)(=O)[CH2:26][C:27]([O:29][CH2:30][CH3:31])=[O:28].